Task: Predict the product of the given reaction.. Dataset: Forward reaction prediction with 1.9M reactions from USPTO patents (1976-2016) (1) The product is: [C:1]([C:5]1[CH:6]=[C:7]([CH2:8][NH2:9])[CH:10]=[CH:11][CH:12]=1)([CH3:4])([CH3:2])[CH3:3]. Given the reactants [C:1]([C:5]1[CH:6]=[C:7]([CH:10]=[CH:11][CH:12]=1)[C:8]#[N:9])([CH3:4])([CH3:3])[CH3:2], predict the reaction product. (2) The product is: [CH:21]1[N:25]([CH2:26][O:27][CH2:28][CH2:29][OH:30])[C:24]2[N:31]=[C:32]([NH2:36])[N:33]=[C:34]([OH:35])[C:23]=2[N:22]=1.[CH:1]1[CH:6]=[C:5]([CH2:7][C:8]([O-:10])=[O:9])[C:4]([NH:11][C:12]2[C:13]([Cl:19])=[CH:14][CH:15]=[CH:16][C:17]=2[Cl:18])=[CH:3][CH:2]=1.[Na+:20]. Given the reactants [CH:1]1[CH:6]=[C:5]([CH2:7][C:8]([O-:10])=[O:9])[C:4]([NH:11][C:12]2[C:17]([Cl:18])=[CH:16][CH:15]=[CH:14][C:13]=2[Cl:19])=[CH:3][CH:2]=1.[Na+:20].[CH:21]1[N:25]([CH2:26][O:27][CH2:28][CH2:29][OH:30])[C:24]2[N:31]=[C:32]([NH2:36])[N:33]=[C:34]([OH:35])[C:23]=2[N:22]=1, predict the reaction product.